This data is from Drug-target binding data from BindingDB using Ki measurements. The task is: Regression. Given a target protein amino acid sequence and a drug SMILES string, predict the binding affinity score between them. We predict pKi (pKi = -log10(Ki in M); higher means stronger inhibition). Dataset: bindingdb_ki. (1) The compound is CCCC[C@H](NC(=O)[C@H](Cc1ccccc1)N[N+](=N)[C@H](Cc1cnc[nH]1)NC(=O)C(CNC(=O)[C@@H](NC(=O)[C@H](C)NC(=O)[C@H](Cc1c[nH]c2ccccc12)NC(=O)[C@H](CCC(N)=O)NC(=O)[C@H](N)Cc1ccc(O)cc1)C(C)C)NC(=O)c1ccccc1)C(N)=O. The target protein (P28336) has sequence MPSKSLSNLSVTTGANESGSVPEGWERDFLPASDGTTTELVIRCVIPSLYLLIITVGLLGNIMLVKIFITNSAMRSVPNIFISNLAAGDLLLLLTCVPVDASRYFFDEWMFGKVGCKLIPVIQLTSVGVSVFTLTALSADRYRAIVNPMDMQTSGALLRTCVKAMGIWVVSVLLAVPEAVFSEVARISSLDNSSFTACIPYPQTDELHPKIHSVLIFLVYFLIPLAIISIYYYHIAKTLIKSAHNLPGEYNEHTKKQMETRKRLAKIVLVFVGCFIFCWFPNHILYMYRSFNYNEIDPSLGHMIVTLVARVLSFGNSCVNPFALYLLSESFRRHFNSQLCCGRKSYQERGTSYLLSSSAVRMTSLKSNAKNMVTNSVLLNGHSMKQEMAL. The pKi is 7.3. (2) The drug is CC(C)C[C@H](NC(=O)CCC1CCCCC1)C(=O)NC(Cc1ccccc1)C(=O)C(=O)O. The target protein (P35750) has sequence MAEEVITPVYCTGVSAQVQKLRAKELGLGRHENAIKYLGQDYEQLRAHCLQSGSLFRDEAFPPVPQSLGFKELGPNSSKTYGVKWKRPTELFSNPQFIVDGATRTDICQGALGDCWLLAAIASLTLNDTLLHRVVPHGQSFQNGYAGIFHFQLWQFGEWVDVVVDDLLPTKDGKLVFVHSAQGNEFWSALLEKAYAKVNGSYEALSGGSTSEGFEDFTGGVTEWYELRKAPSDLYSIILKALERGSLLGCSIDISSVLDMEAVTFKKLVKGHAYSVTGAKQVNYQGQMVNLIRMRNPWGEVEWTGAWSDGSSEWNGVDPYQRDQLRVRMEDGEFWMSFRDFLREFTRLEICNLTPDALKSQRVRNWNTTLYEGTWRRGSTAGGCRNYPATFWVNPQFKIRLEETDDPEDDYGGRESGCSFVLALMQKHRRRERRFGRDMETIGFAVYEVPPELVGQPVHLKRDFFLANASRARSEQFINLREVSTRFRLPPGEYVVVPST.... The pKi is 7.3. (3) The compound is COc1ccc(CNCC(N)P(=O)(O)O)cc1. The target protein (Q6P179) has sequence MFHSSAMVNSHRKPMFNIHRGFYCLTAILPQICICSQFSVPSSYHFTEDPGAFPVATNGERFPWQELRLPSVVIPLHYDLFVHPNLTSLDFVASEKIEVLVSNATQFIILHSKDLEITNATLQSEEDSRYMKPGKELKVLSYPAHEQIALLVPEKLTPHLKYYVAMDFQAKLGDGFEGFYKSTYRTLGGETRILAVTDFEPTQARMAFPCFDEPLFKANFSIKIRRESRHIALSNMPKVKTIELEGGLLEDHFETTVKMSTYLVAYIVCDFHSLSGFTSSGVKVSIYASPDKRNQTHYALQASLKLLDFYEKYFDIYYPLSKLDLIAIPDFAPGAMENWGLITYRETSLLFDPKTSSASDKLWVTRVIAHELAHQWFGNLVTMEWWNDIWLKEGFAKYMELIAVNATYPELQFDDYFLNVCFEVITKDSLNSSRPISKPAETPTQIQEMFDEVSYNKGACILNMLKDFLGEEKFQKGIIQYLKKFSYRNAKNDDLWSSLS.... The pKi is 5.1. (4) The compound is Cn1cnc(S(=O)(=O)N2C[C@@H](Nc3cccc(C(F)(F)F)c3)[C@H](C3CCCCO3)C2)c1. The target protein (P26572) has sequence MLKKQSAGLVLWGAILFVAWNALLLLFFWTRPAPGRPPSVSALDGDPASLTREVIRLAQDAEVELERQRGLLQQIGDALSSQRGRVPTAAPPAQPRVPVTPAPAVIPILVIACDRSTVRRCLDKLLHYRPSAELFPIIVSQDCGHEETAQAIASYGSAVTHIRQPDLSSIAVPPDHRKFQGYYKIARHYRWALGQVFRQFRFPAAVVVEDDLEVAPDFFEYFRATYPLLKADPSLWCVSAWNDNGKEQMVDASRPELLYRTDFFPGLGWLLLAELWAELEPKWPKAFWDDWMRRPEQRQGRACIRPEISRTMTFGRKGVSHGQFFDQHLKFIKLNQQFVHFTQLDLSYLQREAYDRDFLARVYGAPQLQVEKVRTNDRKELGEVRVQYTGRDSFKAFAKALGVMDDLKSGVPRAGYRGIVTFQFRGRRVHLAPPLTWEGYDPSWN. The pKi is 8.0. (5) The compound is CCOc1ccc2nc(S(N)(=O)=O)sc2c1. The target protein (P23280) has sequence MRALVLLLSLFLLGGQAQHVSDWTYSEGALDEAHWPQHYPACGGQRQSPINLQRTKVRYNPSLKGLNMTGYETQAGEFPMVNNGHTVQISLPSTMRMTVADGTVYIAQQMHFHWGGASSEISGSEHTVDGIRHVIEIHIVHYNSKYKSYDIAQDAPDGLAVLAAFVEVKNYPENTYYSNFISHLANIKYPGQRTTLTGLDVQDMLPRNLQHYYTYHGSLTTPPCTENVHWFVLADFVKLSRTQVWKLENSLLDHRNKTIHNDYRRTQPLNHRVVESNFPNQEYTLGSEFQFYLHKIEEILDYLRRALN. The pKi is 5.8.